This data is from Reaction yield outcomes from USPTO patents with 853,638 reactions. The task is: Predict the reaction yield, written as a fraction of the theoretical maximum amount of product (1.0 means a 100% yield; for example, 0.34 means a 34% yield). The reactants are [C:1]1([CH2:7][CH2:8][C:9]([OH:11])=O)[CH:6]=[CH:5][CH:4]=[CH:3][CH:2]=1.[CH3:12][O:13][C:14]1[CH:15]=[C:16]([C:22]2([CH2:27][NH2:28])[CH2:26][CH2:25][CH2:24][CH2:23]2)[CH:17]=[CH:18][C:19]=1[O:20][CH3:21].C(N(CC)CC)C.F[P-](F)(F)(F)(F)F.N1(OC(N(C)C)=[N+](C)C)C2N=CC=CC=2N=N1. The catalyst is C(#N)C. The product is [CH3:12][O:13][C:14]1[CH:15]=[C:16]([C:22]2([CH2:27][NH:28][C:9](=[O:11])[CH2:8][CH2:7][C:1]3[CH:2]=[CH:3][CH:4]=[CH:5][CH:6]=3)[CH2:23][CH2:24][CH2:25][CH2:26]2)[CH:17]=[CH:18][C:19]=1[O:20][CH3:21]. The yield is 0.258.